From a dataset of Peptide-MHC class I binding affinity with 185,985 pairs from IEDB/IMGT. Regression. Given a peptide amino acid sequence and an MHC pseudo amino acid sequence, predict their binding affinity value. This is MHC class I binding data. The peptide sequence is SKLRALLTL. The MHC is HLA-A29:02 with pseudo-sequence HLA-A29:02. The binding affinity (normalized) is 0.0847.